Dataset: Forward reaction prediction with 1.9M reactions from USPTO patents (1976-2016). Task: Predict the product of the given reaction. (1) The product is: [CH2:17]([N:10]1[CH2:8][C@@H:7]([CH3:6])[CH2:25][C:12](=[O:14])[CH2:11]1)[C:18]1[CH:19]=[CH:20][CH:21]=[CH:22][CH:23]=1. Given the reactants [H-].[Na+].C(O[C:6](=O)[CH2:7][C@@H:8]([N:10]([CH2:17][C:18]1[CH:23]=[CH:22][CH:21]=[CH:20][CH:19]=1)[CH2:11][C:12]([O:14]CC)=O)C)C.[CH3:25]CO, predict the reaction product. (2) Given the reactants Br[C:2]1[CH:3]=[C:4]([NH:9][S:10]([C:13]2[CH:18]=[CH:17][CH:16]=[C:15]([O:19][CH:20]([F:22])[F:21])[CH:14]=2)(=[O:12])=[O:11])[C:5]([Cl:8])=[N:6][CH:7]=1.[B:23]1([B:23]2[O:27][C:26]([CH3:29])([CH3:28])[C:25]([CH3:31])([CH3:30])[O:24]2)[O:27][C:26]([CH3:29])([CH3:28])[C:25]([CH3:31])([CH3:30])[O:24]1.C([O-])(=O)C.[K+].O1CCOCC1, predict the reaction product. The product is: [Cl:8][C:5]1[C:4]([NH:9][S:10]([C:13]2[CH:18]=[CH:17][CH:16]=[C:15]([O:19][CH:20]([F:22])[F:21])[CH:14]=2)(=[O:12])=[O:11])=[CH:3][C:2]([B:23]2[O:27][C:26]([CH3:29])([CH3:28])[C:25]([CH3:31])([CH3:30])[O:24]2)=[CH:7][N:6]=1. (3) Given the reactants Br[C:2]1[CH:3]=[C:4]2[C:8](=[C:9]([F:11])[CH:10]=1)[NH:7][CH:6]=[CH:5]2.[Li]CCCC.[C:17](=[O:19])=[O:18].O, predict the reaction product. The product is: [F:11][C:9]1[CH:10]=[C:2]([C:17]([OH:19])=[O:18])[CH:3]=[C:4]2[C:8]=1[NH:7][CH:6]=[CH:5]2. (4) The product is: [CH:1]1[C:13]2[CH:12]([CH2:14][O:15][C:16]([N:18]3[CH2:23][C@@H:22]([C:24](=[O:47])[NH:25][CH2:26][C:27]4([CH2:41][CH2:42][CH2:43][CH2:44][O:45][CH3:46])[C:40]5[CH:39]=[CH:38][CH:37]=[CH:36][C:35]=5[O:34][C:33]5[C:28]4=[CH:29][CH:30]=[CH:31][CH:32]=5)[CH2:21][C@@H:20]([NH:48][S:50]([CH3:49])(=[O:52])=[O:51])[CH2:19]3)=[O:17])[C:11]3[C:6](=[CH:7][CH:8]=[CH:9][CH:10]=3)[C:5]=2[CH:4]=[CH:3][CH:2]=1. Given the reactants [CH:1]1[C:13]2[CH:12]([CH2:14][O:15][C:16]([N:18]3[CH2:23][C@@H:22]([C:24](=[O:47])[NH:25][CH2:26][C:27]4([CH2:41][CH2:42][CH2:43][CH2:44][O:45][CH3:46])[C:40]5[CH:39]=[CH:38][CH:37]=[CH:36][C:35]=5[O:34][C:33]5[C:28]4=[CH:29][CH:30]=[CH:31][CH:32]=5)[CH2:21][C@@H:20]([NH2:48])[CH2:19]3)=[O:17])[C:11]3[C:6](=[CH:7][CH:8]=[CH:9][CH:10]=3)[C:5]=2[CH:4]=[CH:3][CH:2]=1.[CH3:49][S:50](Cl)(=[O:52])=[O:51], predict the reaction product. (5) Given the reactants [NH2:1][CH2:2][CH2:3][C:4]1[N:8]2[C:9](=[O:22])[C:10]3[NH:11][C:12]([Br:21])=[N:13][C:14]=3[N:15]([CH2:16][CH2:17][CH2:18][CH2:19][CH3:20])[C:7]2=[N:6][N:5]=1.[C:23]1([N:29]=[C:30]=[O:31])[CH:28]=[CH:27][CH:26]=[CH:25][CH:24]=1, predict the reaction product. The product is: [Br:21][C:12]1[NH:11][C:10]2[C:9](=[O:22])[N:8]3[C:4]([CH2:3][CH2:2][NH:1][C:30]([NH:29][C:23]4[CH:28]=[CH:27][CH:26]=[CH:25][CH:24]=4)=[O:31])=[N:5][N:6]=[C:7]3[N:15]([CH2:16][CH2:17][CH2:18][CH2:19][CH3:20])[C:14]=2[N:13]=1.